Dataset: NCI-60 drug combinations with 297,098 pairs across 59 cell lines. Task: Regression. Given two drug SMILES strings and cell line genomic features, predict the synergy score measuring deviation from expected non-interaction effect. (1) Drug 1: CN1C(=O)N2C=NC(=C2N=N1)C(=O)N. Drug 2: C1CNP(=O)(OC1)N(CCCl)CCCl. Cell line: NCI-H460. Synergy scores: CSS=-2.64, Synergy_ZIP=2.26, Synergy_Bliss=0.123, Synergy_Loewe=-1.78, Synergy_HSA=-3.81. (2) Drug 1: CC1C(C(CC(O1)OC2CC(CC3=C2C(=C4C(=C3O)C(=O)C5=C(C4=O)C(=CC=C5)OC)O)(C(=O)CO)O)N)O.Cl. Drug 2: COC1=CC(=CC(=C1O)OC)C2C3C(COC3=O)C(C4=CC5=C(C=C24)OCO5)OC6C(C(C7C(O6)COC(O7)C8=CC=CS8)O)O. Cell line: SW-620. Synergy scores: CSS=47.6, Synergy_ZIP=0.595, Synergy_Bliss=2.94, Synergy_Loewe=-8.89, Synergy_HSA=3.20. (3) Drug 1: CCC(=C(C1=CC=CC=C1)C2=CC=C(C=C2)OCCN(C)C)C3=CC=CC=C3.C(C(=O)O)C(CC(=O)O)(C(=O)O)O. Drug 2: C1CC(=O)NC(=O)C1N2C(=O)C3=CC=CC=C3C2=O. Cell line: A498. Synergy scores: CSS=6.80, Synergy_ZIP=-1.62, Synergy_Bliss=1.37, Synergy_Loewe=-4.14, Synergy_HSA=-0.751. (4) Drug 1: CC1C(C(CC(O1)OC2CC(CC3=C2C(=C4C(=C3O)C(=O)C5=C(C4=O)C(=CC=C5)OC)O)(C(=O)C)O)N)O.Cl. Drug 2: CC12CCC3C(C1CCC2O)C(CC4=C3C=CC(=C4)O)CCCCCCCCCS(=O)CCCC(C(F)(F)F)(F)F. Cell line: MOLT-4. Synergy scores: CSS=79.9, Synergy_ZIP=15.3, Synergy_Bliss=15.2, Synergy_Loewe=-13.4, Synergy_HSA=13.9.